This data is from Full USPTO retrosynthesis dataset with 1.9M reactions from patents (1976-2016). The task is: Predict the reactants needed to synthesize the given product. (1) Given the product [Br:1][C:2]1[CH:10]=[CH:9][C:8]2[N:7]3[CH2:11][CH2:12][C:13](=[CH:22][C:20]([O:19][C:15]([CH3:18])([CH3:17])[CH3:16])=[O:21])[C:6]3=[CH:5][C:4]=2[CH:3]=1, predict the reactants needed to synthesize it. The reactants are: [Br:1][C:2]1[CH:10]=[CH:9][C:8]2[N:7]3[CH2:11][CH2:12][C:13](=O)[C:6]3=[CH:5][C:4]=2[CH:3]=1.[C:15]([O:19][C:20]([CH:22]=P(C1C=CC=CC=1)(C1C=CC=CC=1)C1C=CC=CC=1)=[O:21])([CH3:18])([CH3:17])[CH3:16]. (2) Given the product [OH:43][CH2:41][CH2:42][O:1][C:2]1[CH:3]=[CH:4][C:5]([N:8]2[C:12]([CH3:14])([CH3:13])[C:11](=[O:15])[N:10]([C:16]3[CH:23]=[CH:22][C:19]([C:20]#[N:21])=[C:18]([C:24]([F:26])([F:27])[F:25])[CH:17]=3)[C:9]2=[S:28])=[CH:6][CH:7]=1, predict the reactants needed to synthesize it. The reactants are: [OH:1][C:2]1[CH:7]=[CH:6][C:5]([N:8]2[C:12]([CH3:14])([CH3:13])[C:11](=[O:15])[N:10]([C:16]3[CH:23]=[CH:22][C:19]([C:20]#[N:21])=[C:18]([C:24]([F:27])([F:26])[F:25])[CH:17]=3)[C:9]2=[S:28])=[CH:4][CH:3]=1.C(=O)([O-])[O-].[K+].[K+].CN(C)C=O.Br[CH:41]([OH:43])[CH3:42]. (3) Given the product [CH3:21][O:22][C:23]1[CH:24]=[CH:25][C:26]([C:29]2[C:34]([CH3:35])=[C:33]([C:36]([F:38])([F:37])[F:39])[N:32]3[N:40]=[CH:41][C:42]([C:43]([N:45]4[CH2:50][CH2:49][N:48]([C@H:2]([C:4]5[S:8][C:7]([C:9]#[N:10])=[CH:6][CH:5]=5)[CH3:3])[CH2:47][C@H:46]4[CH3:51])=[O:44])=[C:31]3[N:30]=2)=[CH:27][CH:28]=1, predict the reactants needed to synthesize it. The reactants are: O[C@@H:2]([C:4]1[S:8][C:7]([C:9]#[N:10])=[CH:6][CH:5]=1)[CH3:3].CS(Cl)(=O)=O.S([O-])(=O)(=O)C.[CH3:21][O:22][C:23]1[CH:28]=[CH:27][C:26]([C:29]2[C:34]([CH3:35])=[C:33]([C:36]([F:39])([F:38])[F:37])[N:32]3[N:40]=[CH:41][C:42]([C:43]([N:45]4[CH2:50][CH2:49][NH:48][CH2:47][C@H:46]4[CH3:51])=[O:44])=[C:31]3[N:30]=2)=[CH:25][CH:24]=1. (4) Given the product [F:28][C:29]1[CH:48]=[C:49]([CH:58]=[C:57]([N:56]2[CH2:64][CH2:65][O:60][CH2:55][CH2:53]2)[CH:59]=1)[C:21]([NH:20][C:13]1[C:14]2[C:19](=[CH:18][CH:17]=[CH:16][CH:15]=2)[C:10]([O:9][C:7]2[CH:6]=[CH:5][N:4]=[C:3]([S:2][CH3:1])[N:8]=2)=[CH:11][CH:12]=1)=[O:27], predict the reactants needed to synthesize it. The reactants are: [CH3:1][S:2][C:3]1[N:8]=[C:7]([O:9][C:10]2[C:19]3[C:14](=[CH:15][CH:16]=[CH:17][CH:18]=3)[C:13]([NH:20][C:21](=[O:27])OC(C)(C)C)=[CH:12][CH:11]=2)[CH:6]=[CH:5][N:4]=1.[F:28][CH:29]1COCC(C2C(C(O)=O)=CC=CC=2)N1.[Cl-].ClC1N(C)[CH2:49][CH2:48][NH+]1C.[CH:53]([NH:56][CH:57]([CH3:59])[CH3:58])([CH3:55])C.[O:60]1[CH2:65][CH2:64]OCC1. (5) Given the product [CH2:1]([O:5][C:6]1[CH:7]=[CH:8][C:9]([CH2:12][C@H:13]([NH:18][C:19]([C@@H:21](/[CH:31]=[CH:32]/[CH2:33][CH2:34][CH2:35][CH2:36][CH2:37][CH2:38][C:39]([F:47])([F:48])[CH2:40][CH2:41][CH2:42][CH2:43][CH2:44][CH2:45][CH3:46])[C@@:22]([OH:30])([CH2:26][CH2:27][O:28][CH3:29])[C:23]([OH:25])=[O:24])=[O:20])[C:14]([O:16][CH3:17])=[O:15])=[CH:10][CH:11]=1)[C:2]#[C:3][CH3:4], predict the reactants needed to synthesize it. The reactants are: [CH2:1]([O:5][C:6]1[CH:11]=[CH:10][C:9]([CH2:12][C@H:13]([NH:18][C:19]([C@@H:21](/[CH:31]=[CH:32]/[CH2:33][CH2:34][CH2:35][CH2:36][CH2:37][CH2:38][C:39]([F:48])([F:47])[CH2:40][CH2:41][CH2:42][CH2:43][CH2:44][CH2:45][CH3:46])[C@@:22]([OH:30])([CH2:26][CH2:27][O:28][CH3:29])[C:23]([O-:25])=[O:24])=[O:20])[C:14]([O:16][CH3:17])=[O:15])=[CH:8][CH:7]=1)[C:2]#[C:3][CH3:4].FC(F)(F)C(O)=O. (6) Given the product [NH2:1][C:2]1[CH:10]=[CH:9][C:5]([C:6]([O:8][CH3:11])=[O:7])=[CH:4][N:3]=1, predict the reactants needed to synthesize it. The reactants are: [NH2:1][C:2]1[CH:10]=[CH:9][C:5]([C:6]([OH:8])=[O:7])=[CH:4][N:3]=1.[CH3:11]O.